Dataset: NCI-60 drug combinations with 297,098 pairs across 59 cell lines. Task: Regression. Given two drug SMILES strings and cell line genomic features, predict the synergy score measuring deviation from expected non-interaction effect. Drug 1: C1=NC2=C(N=C(N=C2N1C3C(C(C(O3)CO)O)O)F)N. Drug 2: C1CN1C2=NC(=NC(=N2)N3CC3)N4CC4. Cell line: UACC62. Synergy scores: CSS=40.1, Synergy_ZIP=-0.792, Synergy_Bliss=-0.389, Synergy_Loewe=-11.0, Synergy_HSA=2.00.